Dataset: Full USPTO retrosynthesis dataset with 1.9M reactions from patents (1976-2016). Task: Predict the reactants needed to synthesize the given product. (1) Given the product [O:36]1[CH:37]=[CH:38][C:39]([C:2]2[CH:10]=[CH:9][CH:8]=[C:7]3[C:3]=2[C:4]2([C:16]4=[CH:17][C:18]5[O:22][CH2:21][O:20][C:19]=5[CH:23]=[C:15]4[O:14][CH2:13]2)[C:5](=[O:12])[N:6]3[CH3:11])=[CH:35]1, predict the reactants needed to synthesize it. The reactants are: Br[C:2]1[CH:10]=[CH:9][CH:8]=[C:7]2[C:3]=1[C:4]1([C:16]3=[CH:17][C:18]4[O:22][CH2:21][O:20][C:19]=4[CH:23]=[C:15]3[O:14][CH2:13]1)[C:5](=[O:12])[N:6]2[CH3:11].BrC1C=CC=C2C=1C1(COC3C=C4C(=CC1=3)CCO4)C(=O)N2C[C:35]1[O:36][C:37](C(F)(F)F)=[CH:38][CH:39]=1.O1C=CC(B(O)O)=C1.N1C=C(B(O)O)C=NC=1. (2) Given the product [Cl:1][C:2]1[C:7]2[N:8]=[C:9]([NH:32][C:21]3[CH:22]=[CH:23][C:24]([C:26]4[N:30]([CH3:31])[CH:29]=[N:28][N:27]=4)=[CH:25][C:20]=3[O:19][CH2:17][CH3:18])[N:10]=[CH:11][C:6]=2[CH:5]=[C:4]([CH3:16])[N:3]=1, predict the reactants needed to synthesize it. The reactants are: [Cl:1][C:2]1[C:7]2[N:8]=[C:9](S(C)(=O)=O)[N:10]=[CH:11][C:6]=2[CH:5]=[C:4]([CH3:16])[N:3]=1.[CH2:17]([O:19][C:20]1[CH:25]=[C:24]([C:26]2[N:30]([CH3:31])[CH:29]=[N:28][N:27]=2)[CH:23]=[CH:22][C:21]=1[NH:32]C=O)[CH3:18].C([O-])([O-])=O.[Cs+].[Cs+]. (3) The reactants are: [C:1]([C:3]1[CH:8]=[C:7]([C:9]2[CH:18]=[CH:17][C:12]3O[CH2:14][CH2:15][O:16][C:11]=3[CH:10]=2)[CH:6]=[CH:5][C:4]=1[N:19]=[CH:20][N:21](C)C)#[N:2].N1C=C([C:29]2[CH:35]=[CH:34][C:32]([NH2:33])=[CH:31][CH:30]=2)N=N1.[OH-:36].[Na+]. Given the product [O:36]1[C:12]2[CH:17]=[CH:18][C:9]([C:7]3[CH:8]=[C:3]4[C:4](=[CH:5][CH:6]=3)[N:19]=[CH:20][N:21]=[C:1]4[NH:2][C:29]3[CH:30]=[CH:31][C:32]([N:33]4[CH:4]=[N:19][CH:20]=[N:21]4)=[CH:34][CH:35]=3)=[CH:10][C:11]=2[O:16][CH2:15][CH2:14]1, predict the reactants needed to synthesize it. (4) Given the product [C:66]([O:68][C@:2]([CH3:54])([CH2:3][I:4])[C:5](=[O:53])[C@H:6]([CH2:7][CH:8]([CH3:9])[CH3:10])[NH:11][C:12](=[O:52])[C@H:13]([CH2:14][C:15]1[CH:16]=[CH:17][CH:18]=[CH:19][CH:20]=1)[NH:21][C:22](=[O:51])[C@H:23]([CH2:24][CH:25]([CH3:27])[CH3:26])[NH:28][C:29](=[O:49])[C@H:30]([CH2:31][CH2:32][C:33]1[CH:38]=[CH:37][CH:36]=[CH:35][CH:34]=1)[NH:39][C:40](=[O:48])[CH2:41][N:42]1[CH2:43][CH2:44][O:45][CH2:46][CH2:47]1)(=[O:67])[CH2:65][CH2:64][C:63]([O:62][CH2:61][C:60]1[CH:59]=[CH:58][C:57]([O:56][CH3:55])=[CH:71][CH:70]=1)=[O:69], predict the reactants needed to synthesize it. The reactants are: O[C@@:2]([CH3:54])([C:5](=[O:53])[C@@H:6]([NH:11][C:12](=[O:52])[C@@H:13]([NH:21][C:22](=[O:51])[C@@H:23]([N:28](C)[C:29](=[O:49])[C@@H:30]([NH:39][C:40](=[O:48])[CH2:41][N:42]1[CH2:47][CH2:46][O:45][CH2:44][CH2:43]1)[CH2:31][CH2:32][C:33]1[CH:38]=[CH:37][CH:36]=[CH:35][CH:34]=1)[CH2:24][CH:25]([CH3:27])[CH3:26])[CH2:14][C:15]1[CH:20]=[CH:19][CH:18]=[CH:17][CH:16]=1)[CH2:7][CH:8]([CH3:10])[CH3:9])[CH2:3][I:4].[CH3:55][O:56][C:57]1[CH:71]=[CH:70][C:60]([CH2:61][O:62][C:63](=[O:69])[CH2:64][CH2:65][C:66]([OH:68])=[O:67])=[CH:59][CH:58]=1.C1CCC(N=C=NC2CCCCC2)CC1. (5) Given the product [C:1]([NH:4][C:5]1[C:6]([Cl:37])=[CH:7][C:8]([CH2:9][NH:10]/[C:11](=[N:26]\[C:27](=[O:33])[O:28][C:29]([CH3:32])([CH3:30])[CH3:31])/[NH:12][C:13](=[O:25])[CH2:14][C:15]([C:16]2[CH:17]=[CH:18][C:19]([O:22][CH3:23])=[CH:20][CH:21]=2)=[O:24])=[CH:34][C:35]=1[Cl:36])(=[O:3])[CH3:2], predict the reactants needed to synthesize it. The reactants are: [C:1]([NH:4][C:5]1[C:35]([Cl:36])=[CH:34][C:8]([CH2:9][NH:10]/[C:11](=[N:26]\[C:27](=[O:33])[O:28][C:29]([CH3:32])([CH3:31])[CH3:30])/[NH:12][C:13](=[O:25])[CH2:14][CH:15]([OH:24])[C:16]2[CH:21]=[CH:20][C:19]([O:22][CH3:23])=[CH:18][CH:17]=2)=[CH:7][C:6]=1[Cl:37])(=[O:3])[CH3:2]. (6) Given the product [NH2:1][CH2:4][CH:5]1[O:9][C:8](=[O:10])[N:7]([C:11]2[CH:12]=[CH:13][C:14]3[CH2:20][CH2:19][CH2:18][C:17](=[O:21])[CH2:16][C:15]=3[CH:22]=2)[CH2:6]1, predict the reactants needed to synthesize it. The reactants are: [N:1]([CH2:4][CH:5]1[O:9][C:8](=[O:10])[N:7]([C:11]2[CH:12]=[CH:13][C:14]3[CH2:20][CH2:19][CH2:18][C:17](=[O:21])[CH2:16][C:15]=3[CH:22]=2)[CH2:6]1)=[N+]=[N-].